This data is from Forward reaction prediction with 1.9M reactions from USPTO patents (1976-2016). The task is: Predict the product of the given reaction. (1) Given the reactants [N:1]1[NH:2][N:3]=[N:4][C:5]=1[NH:6][C:7]([C:9]1[S:13][C:12]2[CH:14]=[C:15]([CH3:20])[C:16]([O:18][CH3:19])=[CH:17][C:11]=2[C:10]=1[O:21][C:22]1[CH:27]=[CH:26][C:25]([CH:28]2[CH2:33][CH2:32][CH2:31][CH2:30][CH2:29]2)=[CH:24][CH:23]=1)=[O:8].[CH:34](N(C(C)C)CC)(C)C.CI, predict the reaction product. The product is: [CH3:34][N:3]1[N:2]=[N:1][C:5]([NH:6][C:7]([C:9]2[S:13][C:12]3[CH:14]=[C:15]([CH3:20])[C:16]([O:18][CH3:19])=[CH:17][C:11]=3[C:10]=2[O:21][C:22]2[CH:23]=[CH:24][C:25]([CH:28]3[CH2:33][CH2:32][CH2:31][CH2:30][CH2:29]3)=[CH:26][CH:27]=2)=[O:8])=[N:4]1. (2) Given the reactants [C:1]1([C:7]#[C:8][C:9]2[CH:10]=[CH:11][C:12]([CH2:15]O)=[N:13][CH:14]=2)[CH:6]=[CH:5][CH:4]=[CH:3][CH:2]=1.[CH3:17][C:18]1([CH3:24])[NH:22][C:21](=[O:23])[CH2:20][CH2:19]1, predict the reaction product. The product is: [CH3:17][C:18]1([CH3:24])[N:22]([CH2:15][C:12]2[CH:11]=[CH:10][C:9]([C:8]#[C:7][C:1]3[CH:2]=[CH:3][CH:4]=[CH:5][CH:6]=3)=[CH:14][N:13]=2)[C:21](=[O:23])[CH2:20][CH2:19]1. (3) Given the reactants Br[C:2]1[CH:3]=[C:4]2[C@@:15]3([CH2:20][CH2:19][O:18][C:17]([NH2:21])=[N:16]3)[C:14]3[CH:13]=[C:12](Cl)[N:11]=[CH:10][C:9]=3[O:8][C:5]2=[CH:6][CH:7]=1.[F:23][C:24]1[C:29](B(O)O)=[CH:28][CH:27]=[CH:26][N:25]=1.[CH3:33][C:34]([CH3:38])([CH3:37])[C:35]#[CH:36], predict the reaction product. The product is: [CH3:33][C:34]([CH3:38])([CH3:37])[C:35]#[C:36][C:12]1[N:11]=[CH:10][C:9]2[O:8][C:5]3[C:4]([C@@:15]4([CH2:20][CH2:19][O:18][C:17]([NH2:21])=[N:16]4)[C:14]=2[CH:13]=1)=[CH:3][C:2]([C:29]1[C:24]([F:23])=[N:25][CH:26]=[CH:27][CH:28]=1)=[CH:7][CH:6]=3. (4) Given the reactants Cl[C:2]1[C:3]([CH:5]=[C:6]([NH:10][C:11]2[C:20]3[C:15](=[CH:16][C:17]([O:23][CH2:24][CH2:25][O:26][CH3:27])=[C:18]([O:21][CH3:22])[CH:19]=3)[N:14]=[CH:13][N:12]=2)[C:7](=[O:9])[CH:8]=1)=[O:4].Cl.[N:29]1[CH:34]=CC=C[CH:30]=1.CNC, predict the reaction product. The product is: [CH3:30][N:29]([CH3:34])[C:2]1[C:3]([CH:5]=[C:6]([NH:10][C:11]2[C:20]3[C:15](=[CH:16][C:17]([O:23][CH2:24][CH2:25][O:26][CH3:27])=[C:18]([O:21][CH3:22])[CH:19]=3)[N:14]=[CH:13][N:12]=2)[C:7](=[O:9])[CH:8]=1)=[O:4]. (5) Given the reactants C(OC([N:8]1[CH2:17][CH2:16][C:15]2[NH:14][N:13]=[C:12]([C:18]3[CH:23]=[CH:22][C:21]([Cl:24])=[CH:20][CH:19]=3)[C:11]=2[CH2:10][CH2:9]1)=O)(C)(C)C.Cl[CH2:26][CH2:27][CH2:28][C:29]([O:31][CH3:32])=[O:30].C(OC(N1CCC2C(=C(C3C=CC(Cl)=CC=3)N(CCCC(OC)=O)N=2)CC1)=O)(C)(C)C, predict the reaction product. The product is: [CH3:32][O:31][C:29](=[O:30])[CH2:28][CH2:27][CH2:26][N:14]1[C:15]2[CH2:16][CH2:17][NH:8][CH2:9][CH2:10][C:11]=2[C:12]([C:18]2[CH:19]=[CH:20][C:21]([Cl:24])=[CH:22][CH:23]=2)=[N:13]1. (6) The product is: [CH3:13][O:12][C:9]1[CH:10]=[C:11]2[C:6](=[CH:7][C:8]=1[O:14][CH3:15])[N:5]=[CH:4][N:3]=[CH:2]2. Given the reactants Cl[C:2]1[C:11]2[C:6](=[CH:7][C:8]([O:14][CH3:15])=[C:9]([O:12][CH3:13])[CH:10]=2)[N:5]=[CH:4][N:3]=1.BrC1C=C(C=CC=1)C=O.[I-].C[N+]1C=CN(C)C=1.[H-].[Na+], predict the reaction product.